Dataset: Catalyst prediction with 721,799 reactions and 888 catalyst types from USPTO. Task: Predict which catalyst facilitates the given reaction. Reactant: [Br:1][C:2]1[CH:9]=[CH:8][C:5]([C:6]#[N:7])=[C:4]([CH3:10])[CH:3]=1.[C:11](OC(=O)C)(=[O:13])[CH3:12].[BH4-].[Na+]. Product: [Br:1][C:2]1[CH:9]=[CH:8][C:5]([CH2:6][NH:7][C:11](=[O:13])[CH3:12])=[C:4]([CH3:10])[CH:3]=1. The catalyst class is: 888.